This data is from Forward reaction prediction with 1.9M reactions from USPTO patents (1976-2016). The task is: Predict the product of the given reaction. (1) Given the reactants [N:1]1([C:7]2[N:12]=[C:11]([N:13]3[CH2:18][CH2:17][O:16][CH2:15][CH2:14]3)[N:10]=[C:9]([C:19]3[CH:25]=[CH:24][C:22]([NH2:23])=[CH:21][CH:20]=3)[N:8]=2)[CH2:6][CH2:5][O:4][CH2:3][CH2:2]1.[S:26]1[CH:30]=[CH:29][CH:28]=[C:27]1[N:31]=[C:32]=[O:33], predict the reaction product. The product is: [N:1]1([C:7]2[N:12]=[C:11]([N:13]3[CH2:18][CH2:17][O:16][CH2:15][CH2:14]3)[N:10]=[C:9]([C:19]3[CH:25]=[CH:24][C:22]([NH:23][C:32]([NH:31][C:27]4[S:26][CH:30]=[CH:29][CH:28]=4)=[O:33])=[CH:21][CH:20]=3)[N:8]=2)[CH2:2][CH2:3][O:4][CH2:5][CH2:6]1. (2) Given the reactants [C:1]([O:20][CH3:21])(=[O:19])[CH2:2][CH2:3][CH2:4][CH2:5][CH2:6][CH2:7][CH2:8]/[CH:9]=[CH:10]\[CH2:11][CH2:12][CH2:13][CH2:14][CH2:15][CH2:16][CH2:17][CH3:18].ClC1C=CC=C(C(OO)=[O:30])C=1, predict the reaction product. The product is: [CH2:11]([CH:10]1[O:30][CH:9]1[CH2:8][CH2:7][CH2:6][CH2:5][CH2:4][CH2:3][CH2:2][C:1]([O:20][CH3:21])=[O:19])[CH2:12][CH2:13][CH2:14][CH2:15][CH2:16][CH2:17][CH3:18]. (3) Given the reactants F[C:2]1[CH:9]=[CH:8][C:7]([N+:10]([O-:12])=[O:11])=[CH:6][C:3]=1[C:4]#[N:5].C(N(CC)CC)C.[CH2:20]([SH:22])[CH3:21].O, predict the reaction product. The product is: [CH2:20]([S:22][C:2]1[CH:9]=[CH:8][C:7]([N+:10]([O-:12])=[O:11])=[CH:6][C:3]=1[C:4]#[N:5])[CH3:21]. (4) Given the reactants [CH2:1]([N:3]([CH2:16][CH3:17])[C:4](=[O:15])[C:5]1[CH:10]=[CH:9][C:8]([N+:11]([O-:13])=[O:12])=[C:7](F)[CH:6]=1)[CH3:2].[NH4+:18].[OH-].CCO, predict the reaction product. The product is: [NH2:18][C:7]1[CH:6]=[C:5]([CH:10]=[CH:9][C:8]=1[N+:11]([O-:13])=[O:12])[C:4]([N:3]([CH2:16][CH3:17])[CH2:1][CH3:2])=[O:15]. (5) Given the reactants [Br:1][C:2]1[S:6][C:5]([C:7]([O:9][CH3:10])=[O:8])=[C:4]([NH:11][C:12]([NH:14]C(=O)C(Cl)(Cl)Cl)=[O:13])[CH:3]=1.N, predict the reaction product. The product is: [NH2:14][C:12]([NH:11][C:4]1[CH:3]=[C:2]([Br:1])[S:6][C:5]=1[C:7]([O:9][CH3:10])=[O:8])=[O:13]. (6) Given the reactants [O:1]=[C:2]1[C:6]2([CH2:11][CH2:10][N:9]([C:12]([O:14][C:15]([CH3:18])([CH3:17])[CH3:16])=[O:13])[CH2:8][CH2:7]2)[CH2:5][CH2:4][NH:3]1.Br[C:20]1[CH:25]=[CH:24][C:23]([S:26]([CH3:29])(=[O:28])=[O:27])=[CH:22][CH:21]=1.[O-]P([O-])([O-])=O.[K+].[K+].[K+].CN[C@@H]1CCCC[C@H]1NC, predict the reaction product. The product is: [CH3:29][S:26]([C:23]1[CH:24]=[CH:25][C:20]([N:3]2[CH2:4][CH2:5][C:6]3([CH2:11][CH2:10][N:9]([C:12]([O:14][C:15]([CH3:18])([CH3:17])[CH3:16])=[O:13])[CH2:8][CH2:7]3)[C:2]2=[O:1])=[CH:21][CH:22]=1)(=[O:28])=[O:27]. (7) Given the reactants [Cl:1][C:2]1[CH:3]=[C:4]2[C:8](=[CH:9][CH:10]=1)[NH:7][C:6](=[O:11])[CH2:5]2.[CH:12]([C:14]1[NH:15][C:16]([CH3:28])=[C:17]([S:24]([CH3:27])(=[O:26])=[O:25])[C:18]=1[CH2:19][CH2:20][C:21]([OH:23])=[O:22])=O.N1CCCCC1, predict the reaction product. The product is: [Cl:1][C:2]1[CH:3]=[C:4]2[C:8](=[CH:9][CH:10]=1)[NH:7][C:6](=[O:11])/[C:5]/2=[CH:12]\[C:14]1[NH:15][C:16]([CH3:28])=[C:17]([S:24]([CH3:27])(=[O:26])=[O:25])[C:18]=1[CH2:19][CH2:20][C:21]([OH:23])=[O:22]. (8) Given the reactants Cl[C:2]1[C:3]2[N:4]([N:8]=[N:9][N:10]=2)[CH:5]=[CH:6][N:7]=1.[CH3:11][N:12]1[CH2:17][CH2:16][NH:15][CH2:14][CH2:13]1.O=[Si]=O.[OH-].[Na+], predict the reaction product. The product is: [CH3:11][N:12]1[CH2:17][CH2:16][N:15]([C:2]2[C:3]3[N:4]([N:8]=[N:9][N:10]=3)[CH:5]=[CH:6][N:7]=2)[CH2:14][CH2:13]1.